Dataset: Forward reaction prediction with 1.9M reactions from USPTO patents (1976-2016). Task: Predict the product of the given reaction. (1) Given the reactants [Cl:1][C:2]1[CH:3]=[C:4]2[C:8](=[CH:9][CH:10]=1)[NH:7][CH:6]=[C:5]2[CH2:11][CH2:12][NH:13][C:14](=[O:23])[C:15]1[CH:20]=[CH:19][CH:18]=[C:17]([CH2:21]Cl)[CH:16]=1.[CH:24]1([NH2:29])[CH2:28][CH2:27][CH2:26][CH2:25]1.[I-].[Na+], predict the reaction product. The product is: [Cl:1][C:2]1[CH:3]=[C:4]2[C:8](=[CH:9][CH:10]=1)[NH:7][CH:6]=[C:5]2[CH2:11][CH2:12][NH:13][C:14](=[O:23])[C:15]1[CH:20]=[CH:19][CH:18]=[C:17]([CH2:21][NH:29][CH:24]2[CH2:28][CH2:27][CH2:26][CH2:25]2)[CH:16]=1. (2) Given the reactants [CH2:1]([N:9]1[C:13](=[O:14])[NH:12][N:11]=[C:10]1[CH2:15][O:16][C:17]([C:30]1[CH:35]=[CH:34][CH:33]=[CH:32][CH:31]=1)([C:24]1[CH:29]=[CH:28][CH:27]=[CH:26][CH:25]=1)[C:18]1[CH:23]=[CH:22][CH:21]=[CH:20][CH:19]=1)[CH2:2][CH2:3][CH2:4][CH2:5][CH2:6][CH2:7][CH3:8].[CH3:36][C:37]1[CH:44]=[CH:43][C:40]([CH2:41]Br)=[CH:39][CH:38]=1.C(=O)([O-])[O-].[K+].[K+], predict the reaction product. The product is: [CH3:36][C:37]1[CH:44]=[CH:43][C:40]([CH2:41][N:12]2[C:13](=[O:14])[N:9]([CH2:1][CH2:2][CH2:3][CH2:4][CH2:5][CH2:6][CH2:7][CH3:8])[C:10]([CH2:15][O:16][C:17]([C:24]3[CH:29]=[CH:28][CH:27]=[CH:26][CH:25]=3)([C:18]3[CH:19]=[CH:20][CH:21]=[CH:22][CH:23]=3)[C:30]3[CH:35]=[CH:34][CH:33]=[CH:32][CH:31]=3)=[N:11]2)=[CH:39][CH:38]=1. (3) Given the reactants [N+:1]([C:4]1[CH:5]=[C:6]([CH:19]=[CH:20][C:21]=1[NH:22][C:23]([C:25]1[O:26][C:27]([NH:30][C:31]2[CH:36]=[C:35]([F:37])[C:34]([F:38])=[CH:33][C:32]=2[F:39])=[N:28][N:29]=1)=O)[O:7][C@H:8]1[CH2:13][CH2:12][C@H:11]([C:14]([O:16][CH2:17][CH3:18])=[O:15])[CH2:10][CH2:9]1)([O-])=O.C([O-])=O.[NH4+].CN(C=O)C.C(O)=O, predict the reaction product. The product is: [F:39][C:32]1[CH:33]=[C:34]([F:38])[C:35]([F:37])=[CH:36][C:31]=1[NH:30][C:27]1[O:26][C:25]([C:23]2[NH:1][C:4]3[CH:5]=[C:6]([O:7][C@H:8]4[CH2:13][CH2:12][C@H:11]([C:14]([O:16][CH2:17][CH3:18])=[O:15])[CH2:10][CH2:9]4)[CH:19]=[CH:20][C:21]=3[N:22]=2)=[N:29][N:28]=1. (4) Given the reactants [Cl:1][C:2]1[CH:3]=[C:4]([CH:8]=[C:9]([Cl:11])[N:10]=1)[C:5]([OH:7])=[O:6].S(Cl)(Cl)=O.[C:16]1(C)C=CC=CC=1, predict the reaction product. The product is: [Cl:1][C:2]1[CH:3]=[C:4]([CH:8]=[C:9]([Cl:11])[N:10]=1)[C:5]([O:7][CH3:16])=[O:6]. (5) The product is: [NH2:1][C:2]1[C:7]([C:8]([O:10][C:11]([CH3:14])([CH3:13])[CH3:12])=[O:9])=[C:6]([OH:15])[C:5]([C:23]2[CH:22]=[CH:21][O:20][C:19]=2[CH:17]=[O:18])=[CH:4][CH:3]=1. Given the reactants [NH2:1][C:2]1[C:7]([C:8]([O:10][C:11]([CH3:14])([CH3:13])[CH3:12])=[O:9])=[C:6]([OH:15])[C:5](Br)=[CH:4][CH:3]=1.[CH:17]([C:19]1[O:20][CH:21]=[CH:22][C:23]=1B1OC(C)(C)C(C)(C)O1)=[O:18].F[B-](F)(F)F.C([PH+](C(C)(C)C)C(C)(C)C)(C)(C)C.C(=O)([O-])[O-].[Cs+].[Cs+], predict the reaction product. (6) Given the reactants [OH:1][C:2]1[CH:3]=[CH:4][C:5]2[CH2:6][C@H:7]3[NH:18][CH2:17][CH2:16][C@@:13]4([C:14]=2[CH:15]=1)[C@H:8]3[CH2:9][CH2:10][CH2:11][CH2:12]4.C(N([CH2:24][CH3:25])CC)C.Cl[C:27]([O:29][CH2:30][C:31]1[CH:36]=[CH:35][CH:34]=[CH:33][CH:32]=1)=[O:28], predict the reaction product. The product is: [CH2:30]([O:29][C:27]([O:1][C:2]1[CH:3]=[CH:4][C:5]2[CH2:6][C@H:7]3[N:18]([C:27]([O:29][CH2:30][C:25]4[CH:24]=[CH:33][CH:32]=[CH:31][CH:36]=4)=[O:28])[CH2:17][CH2:16][C@@:13]4([C:14]=2[CH:15]=1)[C@H:8]3[CH2:9][CH2:10][CH2:11][CH2:12]4)=[O:28])[C:31]1[CH:36]=[CH:35][CH:34]=[CH:33][CH:32]=1. (7) Given the reactants [CH2:1]([N:8]1[CH:12]=[CH:11][N:10]=[C:9]1[N+:13]([O-])=O)[C:2]1[CH:7]=[CH:6][CH:5]=[CH:4][CH:3]=1, predict the reaction product. The product is: [CH2:1]([N:8]1[CH:12]=[CH:11][N:10]=[C:9]1[NH2:13])[C:2]1[CH:3]=[CH:4][CH:5]=[CH:6][CH:7]=1.